This data is from Full USPTO retrosynthesis dataset with 1.9M reactions from patents (1976-2016). The task is: Predict the reactants needed to synthesize the given product. (1) Given the product [C:31]([NH:30][C@H:29]([C:28]([O:27][CH:7]([CH2:8][O:9][C:10](=[O:26])[C@H:11]([CH:23]([CH3:25])[CH3:24])[NH:12][C:13]([O:15][CH2:16][C:17]1[CH:22]=[CH:21][CH:20]=[CH:19][CH:18]=1)=[O:14])[C:6]([OH:45])=[O:5])=[O:44])[CH:41]([CH3:42])[CH3:43])([O:33][CH2:34][C:35]1[CH:36]=[CH:37][CH:38]=[CH:39][CH:40]=1)=[O:32], predict the reactants needed to synthesize it. The reactants are: C([O:5][C:6](=[O:45])[CH:7]([O:27][C:28](=[O:44])[C@H:29]([CH:41]([CH3:43])[CH3:42])[NH:30][C:31]([O:33][CH2:34][C:35]1[CH:40]=[CH:39][CH:38]=[CH:37][CH:36]=1)=[O:32])[CH2:8][O:9][C:10](=[O:26])[C@H:11]([CH:23]([CH3:25])[CH3:24])[NH:12][C:13]([O:15][CH2:16][C:17]1[CH:22]=[CH:21][CH:20]=[CH:19][CH:18]=1)=[O:14])(C)(C)C. (2) Given the product [CH3:1][O:2][N:3]([CH3:13])[C:4](=[O:12])[C:5]1[CH:10]=[CH:9][CH:8]=[N:7][C:6]=1[O:11][CH:15]([F:20])[F:19], predict the reactants needed to synthesize it. The reactants are: [CH3:1][O:2][N:3]([CH3:13])[C:4](=[O:12])[C:5]1[CH:10]=[CH:9][CH:8]=[N:7][C:6]=1[OH:11].Cl[C:15]([F:20])([F:19])C([O-])=O.[Na+].[OH-].[Na+].Cl. (3) Given the product [Si:12]([O:19][CH2:20][CH2:21][CH2:22][CH2:23][C:24]([C:35]1[CH:40]=[C:39]([F:41])[CH:38]=[CH:37][C:36]=1[F:42])([CH2:54][CH2:53][CH2:52][CH2:51][O:50][Si:43]([C:46]([CH3:47])([CH3:49])[CH3:48])([CH3:44])[CH3:45])[S:25]([C:28]1[CH:29]=[CH:30][C:31]([Cl:34])=[CH:32][CH:33]=1)(=[O:27])=[O:26])([C:15]([CH3:18])([CH3:17])[CH3:16])([CH3:14])[CH3:13], predict the reactants needed to synthesize it. The reactants are: C([Li])CCC.CCCCCC.[Si:12]([O:19][CH2:20][CH2:21][CH2:22][CH2:23][CH:24]([C:35]1[CH:40]=[C:39]([F:41])[CH:38]=[CH:37][C:36]=1[F:42])[S:25]([C:28]1[CH:33]=[CH:32][C:31]([Cl:34])=[CH:30][CH:29]=1)(=[O:27])=[O:26])([C:15]([CH3:18])([CH3:17])[CH3:16])([CH3:14])[CH3:13].[Si:43]([O:50][CH2:51][CH2:52][CH2:53][CH2:54]I)([C:46]([CH3:49])([CH3:48])[CH3:47])([CH3:45])[CH3:44]. (4) Given the product [Br:1][C:2]1[C:3](=[O:24])[N:4]([C@@H:26]2[C:42]3[CH:43]=[C:38]([CH:39]=[CH:40][N:41]=3)[C:37]3[N:36]([CH:44]([F:45])[F:46])[N:35]=[CH:34][C:33]=3[NH:32][C:31](=[O:47])[C@H:30]([CH3:48])[CH2:29][CH2:28][CH2:27]2)[CH:5]=[N:6][C:7]=1[C:8]1[C:9]([N:15]2[CH:19]=[C:18]([C:20]([F:22])([F:21])[F:23])[N:17]=[N:16]2)=[N:10][CH:11]=[C:12]([Cl:14])[CH:13]=1, predict the reactants needed to synthesize it. The reactants are: [Br:1][C:2]1[C:3]([OH:24])=[N:4][CH:5]=[N:6][C:7]=1[C:8]1[C:9]([N:15]2[CH:19]=[C:18]([C:20]([F:23])([F:22])[F:21])[N:17]=[N:16]2)=[N:10][CH:11]=[C:12]([Cl:14])[CH:13]=1.N[C@@H:26]1[C:42]2[CH:43]=[C:38]([CH:39]=[CH:40][N:41]=2)[C:37]2[N:36]([CH:44]([F:46])[F:45])[N:35]=[CH:34][C:33]=2[NH:32][C:31](=[O:47])[C@H:30]([CH3:48])[CH2:29][CH2:28][CH2:27]1.CN(C(ON1N=NC2C=CC=NC1=2)=[N+](C)C)C.F[P-](F)(F)(F)(F)F.C1CCN2C(=NCCC2)CC1. (5) Given the product [O:11]1[CH2:12][CH:13]=[C:14]([C:2]2[N:6]([CH3:7])[N:5]=[CH:4][C:3]=2[N+:8]([O-:10])=[O:9])[CH2:15][CH2:16]1, predict the reactants needed to synthesize it. The reactants are: Cl[C:2]1[N:6]([CH3:7])[N:5]=[CH:4][C:3]=1[N+:8]([O-:10])=[O:9].[O:11]1[CH2:16][CH:15]=[C:14](B2OC(C)(C)C(C)(C)O2)[CH2:13][CH2:12]1. (6) Given the product [C:22]1([CH2:21][O:20][C:18](=[O:19])[NH:17][C@@:12]2([CH2:14][CH:15]=[CH2:16])[CH2:11][CH2:10][NH:9][C@@H:8]([C:5]3[CH:6]=[CH:7][C:2]([F:1])=[CH:3][C:4]=3[CH3:35])[CH2:13]2)[CH:23]=[CH:24][CH:25]=[CH:26][CH:27]=1, predict the reactants needed to synthesize it. The reactants are: [F:1][C:2]1[CH:7]=[CH:6][C:5]([C@H:8]2[CH2:13][C@:12]([NH:17][C:18]([O:20][CH2:21][C:22]3[CH:27]=[CH:26][CH:25]=[CH:24][CH:23]=3)=[O:19])([CH2:14][CH:15]=[CH2:16])[CH2:11][CH2:10][N:9]2C(OC(C)(C)C)=O)=[C:4]([CH3:35])[CH:3]=1.C(O)(C(F)(F)F)=O.C([O-])(O)=O.[Na+].